Predict the reactants needed to synthesize the given product. From a dataset of Full USPTO retrosynthesis dataset with 1.9M reactions from patents (1976-2016). (1) Given the product [CH:8]([C:10]1[C:15]([OH:16])=[CH:14][C:13]([C:20]([F:21])([F:22])[F:23])=[CH:12][C:11]=1[C:24]1[CH:25]=[CH:26][C:27]([C:30]([NH:32][CH2:33][CH2:34][C:35]([O:37][CH2:38][CH3:39])=[O:36])=[O:31])=[N:28][CH:29]=1)=[O:9], predict the reactants needed to synthesize it. The reactants are: C(O)(C(F)(F)F)=O.[CH:8]([C:10]1[C:15]([O:16]COC)=[CH:14][C:13]([C:20]([F:23])([F:22])[F:21])=[CH:12][C:11]=1[C:24]1[CH:25]=[CH:26][C:27]([C:30]([NH:32][CH2:33][CH2:34][C:35]([O:37][CH2:38][CH3:39])=[O:36])=[O:31])=[N:28][CH:29]=1)=[O:9]. (2) Given the product [CH3:1][C:2]1[CH:3]=[C:4]([CH:7]=[CH:8][C:9]=1[N+:10]([O-:12])=[O:11])[CH:5]=[O:6], predict the reactants needed to synthesize it. The reactants are: [CH3:1][C:2]1[CH:3]=[C:4]([CH:7]=[CH:8][C:9]=1[N+:10]([O-:12])=[O:11])[CH2:5][OH:6].